Dataset: Forward reaction prediction with 1.9M reactions from USPTO patents (1976-2016). Task: Predict the product of the given reaction. (1) Given the reactants [CH3:1][C:2]1[NH:3][C:4]2[C:9]([C:10]=1[CH:11]=O)=[CH:8][C:7]([N+:13]([O-:15])=[O:14])=[CH:6][CH:5]=2.[CH3:16][S:17]([CH2:20][C:21]#[N:22])(=[O:19])=[O:18], predict the reaction product. The product is: [CH3:16][S:17]([C:20](=[CH:11][C:10]1[C:9]2[C:4](=[CH:5][CH:6]=[C:7]([N+:13]([O-:15])=[O:14])[CH:8]=2)[NH:3][C:2]=1[CH3:1])[C:21]#[N:22])(=[O:19])=[O:18]. (2) Given the reactants [O:1]1[C:5]2[CH:6]=[CH:7][CH:8]=[CH:9][C:4]=2[CH:3]=[C:2]1[C:10]([NH:12][C@@H:13]([CH2:26][CH2:27][CH2:28][N:29]([C:31]([O:33][CH2:34][C:35]1[CH:40]=[CH:39][CH:38]=[CH:37][CH:36]=1)=[O:32])[CH3:30])[C:14]([NH:16][CH2:17][CH2:18][CH2:19][CH2:20][CH2:21][C:22]([O:24]C)=[O:23])=[O:15])=[O:11].[OH-].[Na+:42], predict the reaction product. The product is: [O:1]1[C:5]2[CH:6]=[CH:7][CH:8]=[CH:9][C:4]=2[CH:3]=[C:2]1[C:10]([NH:12][C@@H:13]([CH2:26][CH2:27][CH2:28][N:29]([C:31]([O:33][CH2:34][C:35]1[CH:36]=[CH:37][CH:38]=[CH:39][CH:40]=1)=[O:32])[CH3:30])[C:14]([NH:16][CH2:17][CH2:18][CH2:19][CH2:20][CH2:21][C:22]([O-:24])=[O:23])=[O:15])=[O:11].[Na+:42]. (3) Given the reactants Cl.[CH2:2]([NH:4][C:5]([NH:7][C:8]1[CH:13]=[CH:12][C:11]([C:14]2[N:15]=[C:16]([N:24]3[CH2:29][CH2:28][O:27][CH2:26][C@@H:25]3[CH3:30])[C:17]3[CH2:23][CH2:22][NH:21][CH2:20][C:18]=3[N:19]=2)=[CH:10][CH:9]=1)=[O:6])[CH3:3].CC1C=CC(S(O[CH2:42][C@@H:43]2[CH2:47][O:46][C:45]([CH3:49])([CH3:48])[O:44]2)(=O)=O)=CC=1.[I-].[Na+].CCN(C(C)C)C(C)C, predict the reaction product. The product is: [CH3:48][C:45]1([CH3:49])[O:44][C@H:43]([CH2:42][N:21]2[CH2:22][CH2:23][C:17]3[C:16]([N:24]4[CH2:29][CH2:28][O:27][CH2:26][C@@H:25]4[CH3:30])=[N:15][C:14]([C:11]4[CH:10]=[CH:9][C:8]([NH:7][C:5]([NH:4][CH2:2][CH3:3])=[O:6])=[CH:13][CH:12]=4)=[N:19][C:18]=3[CH2:20]2)[CH2:47][O:46]1. (4) Given the reactants N[C:2]1[C:3]([CH3:13])=[C:4]([NH:9][C:10](=[O:12])[CH3:11])[C:5]([CH3:8])=[CH:6][CH:7]=1.N([O-])=[O:15].[Na+].NC(N)=O, predict the reaction product. The product is: [OH:15][C:2]1[C:3]([CH3:13])=[C:4]([NH:9][C:10](=[O:12])[CH3:11])[C:5]([CH3:8])=[CH:6][CH:7]=1. (5) The product is: [CH3:1][CH:2]1[CH:7]=[C:6]([CH3:8])[CH2:5][CH2:4][C:3]1([C:11](=[O:13])[CH3:12])[CH:9]=[CH2:10]. Given the reactants [CH3:1][CH:2]1[CH:7]=[C:6]([CH3:8])[CH2:5][CH2:4][C:3]1([CH:11]([OH:13])[CH3:12])[CH:9]=[CH2:10].C1C=C[NH+]=CC=1.[O-][Cr](Cl)(=O)=O, predict the reaction product. (6) Given the reactants Br[C:2]1[C:10]2[N:9]3[CH2:11][CH2:12][NH:13][C:14](=[O:15])[C:8]3=[C:7]([CH3:16])[C:6]=2[CH:5]=[C:4]([F:17])[CH:3]=1.[F:18][C:19]1[CH:24]=[CH:23][C:22](B(O)O)=[CH:21][C:20]=1[CH3:28], predict the reaction product. The product is: [F:17][C:4]1[CH:3]=[C:2]([C:22]2[CH:23]=[CH:24][C:19]([F:18])=[C:20]([CH3:28])[CH:21]=2)[C:10]2[N:9]3[CH2:11][CH2:12][NH:13][C:14](=[O:15])[C:8]3=[C:7]([CH3:16])[C:6]=2[CH:5]=1. (7) Given the reactants [Cl:1][C:2]1[C:3]([NH:15][CH:16]2[CH:20]3[O:21][CH2:22][CH:23]([N:24]4C(=O)C5C(=CC=CC=5)C4=O)[CH:19]3[O:18][CH2:17]2)=[N:4][C:5]([NH:8][C:9]2[CH:10]=[N:11][N:12]([CH3:14])[CH:13]=2)=[N:6][CH:7]=1.O.NN, predict the reaction product. The product is: [NH2:24][CH:23]1[CH:19]2[O:18][CH2:17][CH:16]([NH:15][C:3]3[C:2]([Cl:1])=[CH:7][N:6]=[C:5]([NH:8][C:9]4[CH:10]=[N:11][N:12]([CH3:14])[CH:13]=4)[N:4]=3)[CH:20]2[O:21][CH2:22]1. (8) Given the reactants [OH:1][C:2]1[C:3]([CH2:11][CH2:12][CH3:13])=[C:4]([CH:8]=[CH:9][CH:10]=1)[C:5]([OH:7])=[O:6].S(Cl)(Cl)=O.[CH3:18]O, predict the reaction product. The product is: [OH:1][C:2]1[C:3]([CH2:11][CH2:12][CH3:13])=[C:4]([CH:8]=[CH:9][CH:10]=1)[C:5]([O:7][CH3:18])=[O:6]. (9) The product is: [CH3:4][CH:3]([CH3:5])[CH2:2][C:1]([N:58]([CH2:59][CH:60]([C:28]1[CH:33]=[CH:32][CH:31]=[CH:30][CH:29]=1)[C:22]1[CH:27]=[CH:26][CH:25]=[CH:24][CH:23]=1)[CH2:61][C@H:16]1[C@@H:17]([S:20][C:21]([C:34]2[CH:35]=[CH:36][CH:37]=[CH:38][CH:39]=2)([C:28]2[CH:29]=[CH:30][CH:31]=[CH:32][CH:33]=2)[C:22]2[CH:23]=[CH:24][CH:25]=[CH:26][CH:27]=2)[CH2:18][CH2:19][N:15]1[C:8]([O:10][C:11]([CH3:14])([CH3:13])[CH3:12])=[O:9])=[O:6]. Given the reactants [C:1](Cl)(=[O:6])[CH2:2][CH:3]([CH3:5])[CH3:4].[C:8]([N:15]1[CH2:19][CH2:18][C@H:17]([S:20][C:21]([C:34]2[CH:39]=[CH:38][CH:37]=[CH:36][CH:35]=2)([C:28]2[CH:33]=[CH:32][CH:31]=[CH:30][CH:29]=2)[C:22]2[CH:27]=[CH:26][CH:25]=[CH:24][CH:23]=2)[C@@H:16]1N(C)CC(C1C=CC=CC=1)C1C=CC=CC=1)([O:10][C:11]([CH3:14])([CH3:13])[CH3:12])=[O:9].C([N:58]([CH2:61]C)[CH2:59][CH3:60])C, predict the reaction product. (10) Given the reactants Br[C:2]1C=C2C(C(C)=NN2)=CC=1.Cl[C:13]1[CH:35]=[CH:34][CH:33]=[C:32]([C:36]#[N:37])[C:14]=1[CH2:15][N:16]1[C:24]2[C:19](=[CH:20][CH:21]=[C:22]([C:25]([F:30])([F:29])[C:26]([OH:28])=[O:27])[CH:23]=2)[C:18]([CH3:31])=[N:17]1, predict the reaction product. The product is: [C:36]([C:32]1[CH:33]=[CH:34][C:35]([CH3:2])=[CH:13][C:14]=1[CH2:15][N:16]1[C:24]2[C:19](=[CH:20][CH:21]=[C:22]([C:25]([F:30])([F:29])[C:26]([OH:28])=[O:27])[CH:23]=2)[C:18]([CH3:31])=[N:17]1)#[N:37].